From a dataset of Peptide-MHC class II binding affinity with 134,281 pairs from IEDB. Regression. Given a peptide amino acid sequence and an MHC pseudo amino acid sequence, predict their binding affinity value. This is MHC class II binding data. The peptide sequence is VYYLTRDPTTPLARAAWETA. The MHC is DRB1_1302 with pseudo-sequence DRB1_1302. The binding affinity (normalized) is 0.872.